This data is from Full USPTO retrosynthesis dataset with 1.9M reactions from patents (1976-2016). The task is: Predict the reactants needed to synthesize the given product. The reactants are: C1N=CN(C(N2C=N[CH:10]=[CH:9]2)=O)C=1.CC(OC)(C)C.[C:19]([C:21]([C:24]1[CH:29]=[CH:28][C:27]([CH2:30][CH2:31][C@@:32]([CH:38]2[CH2:42][CH2:41][CH2:40][CH2:39]2)([OH:37])[CH2:33]C(O)=O)=[CH:26][C:25]=1[F:43])([CH3:23])[CH3:22])#[N:20].[C:44]([O-])(=[O:49])[CH2:45][C:46]([O-:48])=[O:47].C([Mg+2])C. Given the product [C:19]([C:21]([C:24]1[CH:29]=[CH:28][C:27]([CH2:30][CH2:31][C@@:32]([CH:38]2[CH2:42][CH2:41][CH2:40][CH2:39]2)([OH:37])[CH2:33][C:44](=[O:49])[CH2:45][C:46]([O:48][CH2:9][CH3:10])=[O:47])=[CH:26][C:25]=1[F:43])([CH3:23])[CH3:22])#[N:20], predict the reactants needed to synthesize it.